Dataset: Full USPTO retrosynthesis dataset with 1.9M reactions from patents (1976-2016). Task: Predict the reactants needed to synthesize the given product. (1) Given the product [CH3:1][C:2]([C:7]1[CH:12]=[CH:11][CH:10]=[CH:9][CH:8]=1)([CH3:13])[CH:3]([S:30][CH3:29])[C:4]([OH:6])=[O:5], predict the reactants needed to synthesize it. The reactants are: [CH3:1][C:2]([CH3:13])([C:7]1[CH:12]=[CH:11][CH:10]=[CH:9][CH:8]=1)[CH2:3][C:4]([OH:6])=[O:5].C(=O)=O.CC(C)=O.C([N-]C(C)C)(C)C.[Li+].[CH3:29][S:30]SC. (2) Given the product [CH2:1]([C:4]1[C:5]2[O:15][C:16](=[O:17])[N:21]([CH3:19])[C:7](=[O:8])[C:6]=2[CH:10]=[CH:11][C:12]=1[O:13][CH3:14])[CH:2]=[CH2:3], predict the reactants needed to synthesize it. The reactants are: [CH2:1]([C:4]1[C:5]([O:15][CH2:16][O:17]C)=[C:6]([CH:10]=[CH:11][C:12]=1[O:13][CH3:14])[C:7](O)=[O:8])[CH:2]=[CH2:3].[C:19](N1C=CN=C1)([N:21]1C=CN=C1)=O.CN.Cl. (3) Given the product [Cl:12][C:13]1[C:20]([C:21]([F:22])([F:23])[F:24])=[CH:19][CH:18]=[CH:17][C:14]=1[CH:15]=[N:9][NH:8][C:6](=[O:7])[C:5]1[CH:10]=[CH:11][C:2]([OH:1])=[CH:3][CH:4]=1, predict the reactants needed to synthesize it. The reactants are: [OH:1][C:2]1[CH:11]=[CH:10][C:5]([C:6]([NH:8][NH2:9])=[O:7])=[CH:4][CH:3]=1.[Cl:12][C:13]1[C:20]([C:21]([F:24])([F:23])[F:22])=[CH:19][CH:18]=[CH:17][C:14]=1[CH:15]=O. (4) Given the product [CH2:26]([O:71][C:69]([CH2:9][NH:11][CH2:12][CH2:13][CH2:14][CH2:15][N:16]1[C:21]2[CH:22]=[C:23]([CH2:26][O:27][CH:28]3[CH:33]([C:34]4[CH:39]=[CH:38][C:37]([O:40][CH2:41][CH2:42][CH2:43][O:44][CH2:45][C:46]5[CH:51]=[CH:50][CH:49]=[CH:48][C:47]=5[O:52][CH3:53])=[CH:36][CH:35]=4)[CH2:32][CH2:31][N:30]([C:54]([O:56][CH2:57][C:58]4[CH:63]=[CH:62][CH:61]=[CH:60][CH:59]=4)=[O:55])[CH2:29]3)[CH:24]=[CH:25][C:20]=2[O:19][CH2:18][C:17]1=[O:64])=[O:72])[C:23]1[CH:24]=[CH:25][CH:20]=[CH:21][CH:22]=1, predict the reactants needed to synthesize it. The reactants are: C(O[C:9]([NH:11][CH2:12][CH2:13][CH2:14][CH2:15][N:16]1[C:21]2[CH:22]=[C:23]([CH2:26][O:27][CH:28]3[CH:33]([C:34]4[CH:39]=[CH:38][C:37]([O:40][CH2:41][CH2:42][CH2:43][O:44][CH2:45][C:46]5[CH:51]=[CH:50][CH:49]=[CH:48][C:47]=5[O:52][CH3:53])=[CH:36][CH:35]=4)[CH2:32][CH2:31][N:30]([C:54]([O:56][CH2:57][C:58]4[CH:63]=[CH:62][CH:61]=[CH:60][CH:59]=4)=[O:55])[CH2:29]3)[CH:24]=[CH:25][C:20]=2[O:19][CH2:18][C:17]1=[O:64])=O)C1C=CC=CC=1.[H-].[Na+].CI.[C:69](=[O:72])([O-:71])O.[Na+]. (5) Given the product [CH2:30]([N:10]1[CH:11]=[C:12]([C:13]2[CH:18]=[CH:17][N:16]=[C:15]3[NH:19][C:20]([C:22]4[CH:27]=[CH:26][CH:25]=[C:24]([CH2:28][OH:29])[CH:23]=4)=[CH:21][C:14]=23)[C:8]([C:5]2[CH:4]=[CH:3][C:2]([NH:1][C:38](=[O:45])[N:33]([CH3:32])[CH3:34])=[CH:7][CH:6]=2)=[N:9]1)[CH3:31], predict the reactants needed to synthesize it. The reactants are: [NH2:1][C:2]1[CH:7]=[CH:6][C:5]([C:8]2[C:12]([C:13]3[CH:18]=[CH:17][N:16]=[C:15]4[NH:19][C:20]([C:22]5[CH:23]=[C:24]([CH2:28][OH:29])[CH:25]=[CH:26][CH:27]=5)=[CH:21][C:14]=34)=[CH:11][N:10]([CH2:30][CH3:31])[N:9]=2)=[CH:4][CH:3]=1.[CH3:32][N:33]1[CH2:38]COC[CH2:34]1.CNC.C1C[O:45]CC1. (6) Given the product [F:64][C:65]1[CH:66]=[CH:67][C:68]([C:71]2[CH:75]=[C:26]([C:24]([NH:23][C:20]3[CH:19]=[CH:18][C:17]([C:12]4[CH:11]=[C:10]5[C:15]([CH2:16][N:8]([C@@H:3]([CH:2]([CH3:1])[CH3:38])[C:4]([O:6][CH3:7])=[O:5])[C:9]5=[O:37])=[CH:14][CH:13]=4)=[CH:22][CH:21]=3)=[O:25])[O:73][N:72]=2)=[CH:69][CH:70]=1, predict the reactants needed to synthesize it. The reactants are: [CH3:1][CH:2]([CH3:38])[C@H:3]([N:8]1[CH2:16][C:15]2[C:10](=[CH:11][C:12]([C:17]3[CH:22]=[CH:21][C:20]([NH:23][C:24]([C:26]4SC(C5C=CC=CC=5)=CN=4)=[O:25])=[CH:19][CH:18]=3)=[CH:13][CH:14]=2)[C:9]1=[O:37])[C:4]([O:6][CH3:7])=[O:5].NC1C=CC(C2C=C3C(CN([C@@H](C(C)C)C(OC)=O)C3=O)=CC=2)=CC=1.[F:64][C:65]1[CH:70]=[CH:69][C:68]([C:71]2[CH:75]=C(C(OCC)=O)[O:73][N:72]=2)=[CH:67][CH:66]=1. (7) The reactants are: C[C:2]1[C:10]([C:11]2[CH:16]=[CH:15][C:14]([O:17][Si:18]([C:21]([CH3:24])([CH3:23])[CH3:22])([CH3:20])[CH3:19])=[CH:13][C:12]=2[CH3:25])=[N:9][CH:8]=[CH:7][C:3]=1[C:4](O)=[O:5].[H-].C([Al+]CC(C)C)C(C)C.CO.C(C(C(C([O-])=O)O)O)([O-])=O.[K+].[Na+]. Given the product [Si:18]([O:17][C:14]1[CH:15]=[CH:16][C:11]([C:10]2[CH:2]=[C:3]([CH:7]=[CH:8][N:9]=2)[CH:4]=[O:5])=[C:12]([CH3:25])[CH:13]=1)([C:21]([CH3:24])([CH3:23])[CH3:22])([CH3:19])[CH3:20], predict the reactants needed to synthesize it.